Dataset: Forward reaction prediction with 1.9M reactions from USPTO patents (1976-2016). Task: Predict the product of the given reaction. (1) Given the reactants COC1C=CC(C[N:8](CC2C=CC(OC)=CC=2)[C:9]2[N:14]=[C:13]([C:15]3[CH:20]=[CH:19][CH:18]=[CH:17][C:16]=3[NH:21][C:22]3[CH:23]=[N:24][C:25]([O:28][CH3:29])=[CH:26][CH:27]=3)[N:12]=[C:11]([CH3:30])[N:10]=2)=CC=1, predict the reaction product. The product is: [CH3:29][O:28][C:25]1[N:24]=[CH:23][C:22]([NH:21][C:16]2[CH:17]=[CH:18][CH:19]=[CH:20][C:15]=2[C:13]2[N:12]=[C:11]([CH3:30])[N:10]=[C:9]([NH2:8])[N:14]=2)=[CH:27][CH:26]=1. (2) Given the reactants [C:1]([CH2:3][C:4]([N:6]1[CH2:11][CH2:10][CH2:9][CH:8]([NH:12][C:13]([NH:15][C:16]2[N:17]=[C:18]3[CH:24]=[CH:23][N:22](COCC[Si](C)(C)C)[C:19]3=[N:20][CH:21]=2)=[O:14])[CH2:7]1)=[O:5])#[N:2].F[B-](F)(F)F.[Li+].C(N)CN, predict the reaction product. The product is: [C:1]([CH2:3][C:4]([N:6]1[CH2:11][CH2:10][CH2:9][CH:8]([NH:12][C:13]([NH:15][C:16]2[N:17]=[C:18]3[CH:24]=[CH:23][NH:22][C:19]3=[N:20][CH:21]=2)=[O:14])[CH2:7]1)=[O:5])#[N:2]. (3) Given the reactants [NH2:1][C:2]1[CH:3]=[C:4]([CH:7]=[C:8]([Cl:10])[CH:9]=1)[C:5]#[N:6].CO, predict the reaction product. The product is: [NH2:1][C:2]1[CH:3]=[C:4]([CH:7]=[C:8]([Cl:10])[CH:9]=1)[CH2:5][NH2:6]. (4) Given the reactants C(OC([N:8]1[CH2:13][C@H:12]([CH2:14][N:15]2[CH2:19][C:18]([CH3:21])([CH3:20])[CH2:17][C:16]2=[O:22])[N:11]([CH2:23][C:24]([N:26]2[C:34]3[C:29](=[N:30][CH:31]=[C:32]([CH2:35][C:36]4[CH:41]=[CH:40][C:39]([F:42])=[CH:38][CH:37]=4)[CH:33]=3)[C:28]([CH3:44])([CH3:43])[CH2:27]2)=[O:25])[CH2:10][C@H:9]1[CH3:45])=O)(C)(C)C.[ClH:46].O1CCOCC1, predict the reaction product. The product is: [ClH:46].[ClH:46].[F:42][C:39]1[CH:38]=[CH:37][C:36]([CH2:35][C:32]2[CH:33]=[C:34]3[N:26]([C:24](=[O:25])[CH2:23][N:11]4[CH2:10][C@@H:9]([CH3:45])[NH:8][CH2:13][C@@H:12]4[CH2:14][N:15]4[CH2:19][C:18]([CH3:20])([CH3:21])[CH2:17][C:16]4=[O:22])[CH2:27][C:28]([CH3:43])([CH3:44])[C:29]3=[N:30][CH:31]=2)=[CH:41][CH:40]=1. (5) Given the reactants [CH3:1][C:2]1[N:6]([CH:7]2[CH2:13][CH:12]3[N:14]([CH2:15][CH2:16][C:17]4([C:23]5[CH:28]=[CH:27][CH:26]=[CH:25][CH:24]=5)[CH2:22][CH2:21][NH:20][CH2:19][CH2:18]4)[CH:9]([CH2:10][CH2:11]3)[CH2:8]2)[C:5]2[CH:29]=[CH:30][CH:31]=[CH:32][C:4]=2[N:3]=1.[CH3:33][O:34][C:35](=[O:45])[C:36]1[CH:44]=[CH:43][CH:42]=[C:38]([C:39](O)=[O:40])[CH:37]=1.C(N(CC)CC)C.Cl.CN(C)CCCN=C=NCC, predict the reaction product. The product is: [CH3:1][C:2]1[N:6]([CH:7]2[CH2:13][CH:12]3[N:14]([CH2:15][CH2:16][C:17]4([C:23]5[CH:28]=[CH:27][CH:26]=[CH:25][CH:24]=5)[CH2:18][CH2:19][N:20]([C:39]([C:38]5[CH:37]=[C:36]([CH:44]=[CH:43][CH:42]=5)[C:35]([O:34][CH3:33])=[O:45])=[O:40])[CH2:21][CH2:22]4)[CH:9]([CH2:10][CH2:11]3)[CH2:8]2)[C:5]2[CH:29]=[CH:30][CH:31]=[CH:32][C:4]=2[N:3]=1.